Dataset: Forward reaction prediction with 1.9M reactions from USPTO patents (1976-2016). Task: Predict the product of the given reaction. (1) Given the reactants [F:1][C:2]1[C:3]([OH:8])=[N:4][CH:5]=[CH:6][CH:7]=1.[Br:9]Br, predict the reaction product. The product is: [OH:8][C:3]1[C:2]([F:1])=[CH:7][C:6]([Br:9])=[CH:5][N:4]=1. (2) The product is: [CH2:3]([O:10][C:11]1[CH:20]=[C:19]2[C:14]([C:15](=[O:21])[N:16]([CH2:29][O:28][C:22](=[O:27])[C:23]([CH3:26])([CH3:25])[CH3:24])[CH:17]=[N:18]2)=[CH:13][C:12]=1[O:36][CH3:35])[C:4]1[CH:9]=[CH:8][CH:7]=[CH:6][CH:5]=1. Given the reactants [H-].[Na+].[CH2:3]([O:10][C:11]1[CH:20]=[C:19]2[C:14]([C:15](=[O:21])[NH:16][CH:17]=[N:18]2)=[CH:13][CH:12]=1)[C:4]1[CH:9]=[CH:8][CH:7]=[CH:6][CH:5]=1.[C:22]([O:28][CH2:29]Cl)(=[O:27])[C:23]([CH3:26])([CH3:25])[CH3:24].Cl.CN([CH:35]=[O:36])C, predict the reaction product.